Dataset: Forward reaction prediction with 1.9M reactions from USPTO patents (1976-2016). Task: Predict the product of the given reaction. Given the reactants [CH:1]([C:5]1[CH:10]=[CH:9][N:8]=[C:7]([C:11]2[N:19]([CH2:20][C:21]3[CH:26]=[CH:25][C:24]([C:27]([F:30])([F:29])[F:28])=[CH:23][CH:22]=3)[C:18]3[C:13](=[N:14][C:15]([C:38]([OH:40])=[O:39])=[N:16][C:17]=3[NH:31][C@@H:32]([CH:34]3[CH2:37][CH2:36][CH2:35]3)[CH3:33])[N:12]=2)[CH:6]=1)([CH2:3][CH3:4])[CH3:2].[CH3:41]N(C=O)C.C(Cl)(=O)C(Cl)=O, predict the reaction product. The product is: [CH:1]([C:5]1[CH:10]=[CH:9][N:8]=[C:7]([C:11]2[N:19]([CH2:20][C:21]3[CH:26]=[CH:25][C:24]([C:27]([F:30])([F:29])[F:28])=[CH:23][CH:22]=3)[C:18]3[C:13](=[N:14][C:15]([C:38]([O:40][CH3:41])=[O:39])=[N:16][C:17]=3[NH:31][C@@H:32]([CH:34]3[CH2:35][CH2:36][CH2:37]3)[CH3:33])[N:12]=2)[CH:6]=1)([CH2:3][CH3:4])[CH3:2].